This data is from Catalyst prediction with 721,799 reactions and 888 catalyst types from USPTO. The task is: Predict which catalyst facilitates the given reaction. (1) Reactant: [O:1]=[S:2]1(=[O:17])[CH2:7][CH2:6][N:5]([CH:8]2[CH2:13][CH2:12][N:11](C(O)=O)[CH2:10][CH2:9]2)[CH2:4][CH2:3]1.Cl. Product: [NH:11]1[CH2:10][CH2:9][CH:8]([N:5]2[CH2:4][CH2:3][S:2](=[O:1])(=[O:17])[CH2:7][CH2:6]2)[CH2:13][CH2:12]1. The catalyst class is: 269. (2) Reactant: C[O:2][C:3]([C:5]1[S:26][C:8]2=[CH:9][N:10]=[CH:11][C:12]([NH:13][C:14]3[CH:19]=[CH:18][C:17]([C:20]4[CH:25]=[CH:24][CH:23]=[CH:22][CH:21]=4)=[CH:16][CH:15]=3)=[C:7]2[CH:6]=1)=[O:4].O.[OH-].[Li+:29]. Product: [Li+:29].[C:17]1([C:20]2[CH:21]=[CH:22][CH:23]=[CH:24][CH:25]=2)[CH:18]=[CH:19][C:14]([NH:13][C:12]2[CH:11]=[N:10][CH:9]=[C:8]3[S:26][C:5]([C:3]([O-:4])=[O:2])=[CH:6][C:7]=23)=[CH:15][CH:16]=1. The catalyst class is: 38. (3) Reactant: [S:1]=[C:2]1[NH:7][C:6]2[NH:8][C:9](=[O:11])[CH2:10][C:5]=2[C:4](=[O:12])[N:3]1[C:13]1[CH:18]=[CH:17][C:16]([O:19][CH2:20][C:21]([F:24])([F:23])[F:22])=[CH:15][CH:14]=1.[F:25][C:26]([F:30])([F:29])[CH2:27]I.C(=O)([O-])O.[Na+]. Product: [F:22][C:21]([F:24])([F:23])[CH2:20][O:19][C:16]1[CH:15]=[CH:14][C:13]([N:3]2[C:4](=[O:12])[C:5]3[CH2:10][C:9](=[O:11])[NH:8][C:6]=3[N:7]=[C:2]2[S:1][CH2:27][C:26]([F:30])([F:29])[F:25])=[CH:18][CH:17]=1. The catalyst class is: 10. (4) Reactant: [CH2:1]([N:8]([CH3:19])[C:9]1[CH:10]=[CH:11][C:12]2[N:13]([C:15](Br)=[CH:16][N:17]=2)[N:14]=1)[C:2]1[CH:7]=[CH:6][CH:5]=[CH:4][CH:3]=1.[CH3:20][O:21][C:22]1[CH:27]=[C:26]([N+:28]([O-:30])=[O:29])[CH:25]=[CH:24][C:23]=1B1OC(C)(C)C(C)(C)O1.C(=O)([O-])[O-].[Na+].[Na+].C([O-])(O)=O.[Na+]. Product: [CH2:1]([N:8]([CH3:19])[C:9]1[CH:10]=[CH:11][C:12]2[N:13]([C:15]([C:23]3[CH:24]=[CH:25][C:26]([N+:28]([O-:30])=[O:29])=[CH:27][C:22]=3[O:21][CH3:20])=[CH:16][N:17]=2)[N:14]=1)[C:2]1[CH:7]=[CH:6][CH:5]=[CH:4][CH:3]=1. The catalyst class is: 1. (5) Reactant: [Cl:1][C:2]1[N:3]=[C:4](Cl)[C:5]2[CH2:10][CH2:9][CH2:8][C:6]=2[N:7]=1.CCN(C(C)C)C(C)C.[CH3:21][N:22]1[CH:26]=[C:25]([NH2:27])[N:24]=[CH:23]1.CN1C=C([N+]([O-])=O)N=C1. Product: [Cl:1][C:2]1[N:3]=[C:4]([NH:27][C:25]2[N:24]=[CH:23][N:22]([CH3:21])[CH:26]=2)[C:5]2[CH2:10][CH2:9][CH2:8][C:6]=2[N:7]=1. The catalyst class is: 14. (6) Reactant: [H-].[Na+].Br[CH2:4][CH2:5][O:6][CH2:7][CH2:8]Br.[C:10]1([CH2:16][C:17]([O:19][CH3:20])=[O:18])[CH:15]=[CH:14][CH:13]=[CH:12][CH:11]=1. Product: [C:10]1([C:16]2([C:17]([O:19][CH3:20])=[O:18])[CH2:8][CH2:7][O:6][CH2:5][CH2:4]2)[CH:15]=[CH:14][CH:13]=[CH:12][CH:11]=1. The catalyst class is: 37. (7) Reactant: [CH3:1][NH:2][CH2:3][C:4]1[N:5]=[C:6]([NH2:9])[S:7][CH:8]=1.C(N(CC)CC)C.[Cl:17][C:18]1[N:23]=[C:22]([N:24]([C:40]([O:42][C:43]([CH3:46])([CH3:45])[CH3:44])=[O:41])[N:25]([C:33]([O:35][C:36]([CH3:39])([CH3:38])[CH3:37])=[O:34])[C:26]([O:28][C:29]([CH3:32])([CH3:31])[CH3:30])=[O:27])[C:21]([F:47])=[C:20](Cl)[N:19]=1. Product: [NH2:9][C:6]1[S:7][CH:8]=[C:4]([CH2:3][N:2]([CH3:1])[C:20]2[N:19]=[C:18]([Cl:17])[N:23]=[C:22]([N:24]([C:40]([O:42][C:43]([CH3:44])([CH3:46])[CH3:45])=[O:41])[N:25]([C:26]([O:28][C:29]([CH3:31])([CH3:32])[CH3:30])=[O:27])[C:33]([O:35][C:36]([CH3:39])([CH3:37])[CH3:38])=[O:34])[C:21]=2[F:47])[N:5]=1. The catalyst class is: 49.